From a dataset of Full USPTO retrosynthesis dataset with 1.9M reactions from patents (1976-2016). Predict the reactants needed to synthesize the given product. Given the product [CH3:17][NH:18][C:19]([C:21]1[CH:22]=[C:23]([NH:27][CH:28]([C:32]2[CH:37]=[CH:36][CH:35]=[CH:34][CH:33]=2)[C:29]([O:31][C@@H:50]2[CH:51]3[CH2:54][CH2:55][N:48]([CH2:53][CH2:52]3)[CH2:49]2)=[O:30])[CH:24]=[CH:25][CH:26]=1)=[O:20], predict the reactants needed to synthesize it. The reactants are: C1CCC(N=C=NC2CCCCC2)CC1.Cl.[CH3:17][NH:18][C:19]([C:21]1[CH:22]=[C:23]([NH:27][CH:28]([C:32]2[CH:37]=[CH:36][CH:35]=[CH:34][CH:33]=2)[C:29]([OH:31])=[O:30])[CH:24]=[CH:25][CH:26]=1)=[O:20].C1C=CC2N(O)N=NC=2C=1.[N:48]12[CH2:55][CH2:54][CH:51]([CH2:52][CH2:53]1)[C@@H:50](O)[CH2:49]2.